From a dataset of NCI-60 drug combinations with 297,098 pairs across 59 cell lines. Regression. Given two drug SMILES strings and cell line genomic features, predict the synergy score measuring deviation from expected non-interaction effect. (1) Drug 1: C1=CN(C(=O)N=C1N)C2C(C(C(O2)CO)O)O.Cl. Drug 2: CC12CCC3C(C1CCC2O)C(CC4=C3C=CC(=C4)O)CCCCCCCCCS(=O)CCCC(C(F)(F)F)(F)F. Cell line: OVCAR-4. Synergy scores: CSS=5.25, Synergy_ZIP=-1.17, Synergy_Bliss=3.31, Synergy_Loewe=-3.19, Synergy_HSA=0.179. (2) Drug 1: CN1CCC(CC1)COC2=C(C=C3C(=C2)N=CN=C3NC4=C(C=C(C=C4)Br)F)OC. Drug 2: CC1=C(N=C(N=C1N)C(CC(=O)N)NCC(C(=O)N)N)C(=O)NC(C(C2=CN=CN2)OC3C(C(C(C(O3)CO)O)O)OC4C(C(C(C(O4)CO)O)OC(=O)N)O)C(=O)NC(C)C(C(C)C(=O)NC(C(C)O)C(=O)NCCC5=NC(=CS5)C6=NC(=CS6)C(=O)NCCC[S+](C)C)O. Cell line: HCT-15. Synergy scores: CSS=15.3, Synergy_ZIP=-6.23, Synergy_Bliss=-4.75, Synergy_Loewe=-5.72, Synergy_HSA=-2.57. (3) Drug 1: C1CCN(CC1)CCOC2=CC=C(C=C2)C(=O)C3=C(SC4=C3C=CC(=C4)O)C5=CC=C(C=C5)O. Drug 2: CC1=C2C(C(=O)C3(C(CC4C(C3C(C(C2(C)C)(CC1OC(=O)C(C(C5=CC=CC=C5)NC(=O)OC(C)(C)C)O)O)OC(=O)C6=CC=CC=C6)(CO4)OC(=O)C)OC)C)OC. Cell line: NCI/ADR-RES. Synergy scores: CSS=13.6, Synergy_ZIP=-3.23, Synergy_Bliss=2.16, Synergy_Loewe=-26.6, Synergy_HSA=1.40. (4) Drug 1: CC1C(C(=O)NC(C(=O)N2CCCC2C(=O)N(CC(=O)N(C(C(=O)O1)C(C)C)C)C)C(C)C)NC(=O)C3=C4C(=C(C=C3)C)OC5=C(C(=O)C(=C(C5=N4)C(=O)NC6C(OC(=O)C(N(C(=O)CN(C(=O)C7CCCN7C(=O)C(NC6=O)C(C)C)C)C)C(C)C)C)N)C. Drug 2: CN1C2=C(C=C(C=C2)N(CCCl)CCCl)N=C1CCCC(=O)O.Cl. Cell line: IGROV1. Synergy scores: CSS=12.3, Synergy_ZIP=-2.02, Synergy_Bliss=2.27, Synergy_Loewe=-7.97, Synergy_HSA=1.17. (5) Drug 1: CCCCCOC(=O)NC1=NC(=O)N(C=C1F)C2C(C(C(O2)C)O)O. Drug 2: CC1C(C(CC(O1)OC2CC(CC3=C2C(=C4C(=C3O)C(=O)C5=C(C4=O)C(=CC=C5)OC)O)(C(=O)CO)O)N)O.Cl. Cell line: NCI/ADR-RES. Synergy scores: CSS=1.50, Synergy_ZIP=-0.550, Synergy_Bliss=-0.790, Synergy_Loewe=-8.20, Synergy_HSA=-2.94. (6) Drug 1: C1=NC2=C(N=C(N=C2N1C3C(C(C(O3)CO)O)O)F)N. Drug 2: CCC1=C2CN3C(=CC4=C(C3=O)COC(=O)C4(CC)O)C2=NC5=C1C=C(C=C5)O. Cell line: HCT116. Synergy scores: CSS=54.7, Synergy_ZIP=-3.69, Synergy_Bliss=-3.71, Synergy_Loewe=-19.7, Synergy_HSA=-0.868. (7) Drug 1: COC1=C(C=C2C(=C1)N=CN=C2NC3=CC(=C(C=C3)F)Cl)OCCCN4CCOCC4. Drug 2: CCC1=C2CN3C(=CC4=C(C3=O)COC(=O)C4(CC)O)C2=NC5=C1C=C(C=C5)O. Cell line: SK-MEL-2. Synergy scores: CSS=37.0, Synergy_ZIP=4.27, Synergy_Bliss=3.29, Synergy_Loewe=0.860, Synergy_HSA=7.03.